Dataset: Full USPTO retrosynthesis dataset with 1.9M reactions from patents (1976-2016). Task: Predict the reactants needed to synthesize the given product. (1) The reactants are: [F:1][C:2]([CH3:17])([CH3:16])[CH2:3][O:4][C:5]1[CH:14]=[CH:13][C:8]([C:9]([O:11]C)=[O:10])=[CH:7][C:6]=1[CH3:15].[OH-].[Na+]. Given the product [F:1][C:2]([CH3:17])([CH3:16])[CH2:3][O:4][C:5]1[CH:14]=[CH:13][C:8]([C:9]([OH:11])=[O:10])=[CH:7][C:6]=1[CH3:15], predict the reactants needed to synthesize it. (2) Given the product [Cl:1][C:2]1[C:3]([Cl:12])=[CH:4][C:5]([N:20]2[CH2:19][CH2:18][N:17]([CH2:16][CH2:15][C:14]([F:23])([F:24])[F:13])[CH2:22][CH2:21]2)=[C:6]([N+:8]([O-:10])=[O:9])[CH:7]=1, predict the reactants needed to synthesize it. The reactants are: [Cl:1][C:2]1[CH:7]=[C:6]([N+:8]([O-:10])=[O:9])[C:5](F)=[CH:4][C:3]=1[Cl:12].[F:13][C:14]([F:24])([F:23])[CH2:15][CH2:16][N:17]1[CH2:22][CH2:21][NH:20][CH2:19][CH2:18]1.CCN(CC)CC. (3) Given the product [Cl:17][C:18]1[CH:23]=[CH:22][C:21]([S:24][C:13]2[C:12]3[C:7](=[CH:8][CH:9]=[CH:10][C:11]=3[N+:14]([O-:16])=[O:15])[NH:6][C:5]=2[CH3:4])=[CH:20][CH:19]=1, predict the reactants needed to synthesize it. The reactants are: C[O-].[Na+].[CH3:4][C:5]1[NH:6][C:7]2[C:12]([CH:13]=1)=[C:11]([N+:14]([O-:16])=[O:15])[CH:10]=[CH:9][CH:8]=2.[Cl:17][C:18]1[CH:23]=[CH:22][C:21]([S:24][S:24][C:21]2[CH:22]=[CH:23][C:18]([Cl:17])=[CH:19][CH:20]=2)=[CH:20][CH:19]=1. (4) Given the product [CH3:20][C:19]([CH3:39])([O:21][C:22]([NH:24][C@H:25]([CH2:30][C:31]1[CH:36]=[CH:35][C:34]([F:37])=[C:33]([F:38])[CH:32]=1)[CH2:26][C:27]([N:9]1[CH:8]([CH2:11][C:12]2[CH:17]=[CH:16][CH:15]=[CH:14][CH:13]=2)[CH2:7][N:6]2[C:2]([CH3:1])=[CH:3][N:4]=[C:5]2[CH2:10]1)=[O:28])=[O:23])[CH3:18], predict the reactants needed to synthesize it. The reactants are: [CH3:1][C:2]1[N:6]2[CH2:7][CH:8]([CH2:11][C:12]3[CH:17]=[CH:16][CH:15]=[CH:14][CH:13]=3)[NH:9][CH2:10][C:5]2=[N:4][CH:3]=1.[CH3:18][C:19]([CH3:39])([O:21][C:22]([NH:24][C@H:25]([CH2:30][C:31]1[CH:36]=[CH:35][C:34]([F:37])=[C:33]([F:38])[CH:32]=1)[CH2:26][C:27](O)=[O:28])=[O:23])[CH3:20].C(N(C(C)C)CC)(C)C.F[P-](F)(F)(F)(F)F.N1(O[P+](N(C)C)(N(C)C)N(C)C)C2C=CC=CC=2N=N1. (5) Given the product [NH2:8][CH2:9][CH2:10][C:11]([NH:7][C:4]1[CH:3]=[C:2]([CH3:1])[O:6][N:5]=1)=[O:12], predict the reactants needed to synthesize it. The reactants are: [CH3:1][C:2]1[O:6][N:5]=[C:4]([NH2:7])[CH:3]=1.[NH:8](C(OC(C)(C)C)=O)[CH2:9][CH2:10][C:11](O)=[O:12]. (6) Given the product [Br:12][C:7]1[C:8]([O:10][CH3:11])=[CH:9][C:2]([OH:1])=[C:3]([CH:6]=1)[CH:4]=[O:5], predict the reactants needed to synthesize it. The reactants are: [OH:1][C:2]1[CH:9]=[C:8]([O:10][CH3:11])[CH:7]=[CH:6][C:3]=1[CH:4]=[O:5].[Br:12]Br. (7) Given the product [ClH:10].[NH:7]([C:11]([C:13]1[C:21]2[C:16](=[CH:17][CH:18]=[C:19]([CH3:22])[CH:20]=2)[N:15]([C:23]2[C:32]3[C:27](=[CH:28][CH:29]=[CH:30][CH:31]=3)[CH:26]=[CH:25][N:24]=2)[CH:14]=1)=[O:12])[C:6]([NH2:8])=[NH:5], predict the reactants needed to synthesize it. The reactants are: [Na].CO.Cl.[NH2:5][C:6]([NH2:8])=[NH:7].Cl.[Cl:10][C:11]([C:13]1[C:21]2[C:16](=[CH:17][CH:18]=[C:19]([CH3:22])[CH:20]=2)[N:15]([C:23]2[C:32]3[C:27](=[CH:28][CH:29]=[CH:30][CH:31]=3)[CH:26]=[CH:25][N:24]=2)[CH:14]=1)=[O:12].